The task is: Predict the product of the given reaction.. This data is from Forward reaction prediction with 1.9M reactions from USPTO patents (1976-2016). (1) Given the reactants [Cl:1][C:2]1[CH:9]=[CH:8][C:5]([CH:6]=O)=[CH:4][CH:3]=1.C([O-])(=O)C.[NH4+].[N+:15]([CH2:18][CH3:19])([O-:17])=[O:16], predict the reaction product. The product is: [Cl:1][C:2]1[CH:9]=[CH:8][C:5]([CH:6]=[C:18]([N+:15]([O-:17])=[O:16])[CH3:19])=[CH:4][CH:3]=1. (2) Given the reactants [O:1]([CH2:8][CH2:9][CH2:10][CH2:11][CH2:12][CH2:13][Br:14])[C:2]1[CH:7]=[CH:6][CH:5]=[CH:4][CH:3]=1.[C:15]1([P:21]([C:28]2[CH:33]=[CH:32][CH:31]=[CH:30][CH:29]=2)[C:22]2[CH:27]=[CH:26][CH:25]=[CH:24][CH:23]=2)[CH:20]=[CH:19][CH:18]=[CH:17][CH:16]=1, predict the reaction product. The product is: [Br-:14].[O:1]([CH2:8][CH2:9][CH2:10][CH2:11][CH2:12][CH2:13][P+:21]([C:22]1[CH:23]=[CH:24][CH:25]=[CH:26][CH:27]=1)([C:28]1[CH:33]=[CH:32][CH:31]=[CH:30][CH:29]=1)[C:15]1[CH:16]=[CH:17][CH:18]=[CH:19][CH:20]=1)[C:2]1[CH:7]=[CH:6][CH:5]=[CH:4][CH:3]=1. (3) Given the reactants [Li+].C[Si]([N-][Si](C)(C)C)(C)C.[N:11]1[C:19]2[C:14](=[N:15][CH:16]=[CH:17][CH:18]=2)[NH:13][C:12]=1[CH2:20][C:21]([O:23]CC)=O.[NH2:26][C:27]1[CH:28]=[N:29][CH:30]=[CH:31][C:32]=1[C:33]#[N:34], predict the reaction product. The product is: [NH2:34][C:33]1[C:32]2[C:27](=[CH:28][N:29]=[CH:30][CH:31]=2)[NH:26][C:21](=[O:23])[C:20]=1[C:12]1[NH:13][C:14]2=[N:15][CH:16]=[CH:17][CH:18]=[C:19]2[N:11]=1.